The task is: Predict the reactants needed to synthesize the given product.. This data is from Full USPTO retrosynthesis dataset with 1.9M reactions from patents (1976-2016). Given the product [N:1]([CH2:4][C@@H:5]([F:17])[C@H:6]([O:9][CH2:10][C:11]1[CH:16]=[CH:15][CH:14]=[CH:13][CH:12]=1)[C:7]([OH:19])=[O:25])=[N+:2]=[N-:3], predict the reactants needed to synthesize it. The reactants are: [N:1]([CH2:4][C@@H:5]([F:17])[C@H:6]([O:9][CH2:10][C:11]1[CH:16]=[CH:15][CH:14]=[CH:13][CH:12]=1)[CH:7]=C)=[N+:2]=[N-:3].C(O)(C(F)(F)F)=[O:19].[OH2:25].